This data is from Reaction yield outcomes from USPTO patents with 853,638 reactions. The task is: Predict the reaction yield, written as a fraction of the theoretical maximum amount of product (1.0 means a 100% yield; for example, 0.34 means a 34% yield). (1) The reactants are [F:1][C:2]1[C:3]([NH:38][CH:39]2[CH2:44][CH2:43][CH:42]([OH:45])[CH2:41][CH2:40]2)=[C:4]([CH:8]=[C:9]([C:11]2[CH:12]=[C:13]3[C:19]([C:20]4[CH:25]=[CH:24][CH:23]=[CH:22][C:21]=4[O:26][CH3:27])=[CH:18][N:17](S(C4C=CC(C)=CC=4)(=O)=O)[C:14]3=[N:15][CH:16]=2)[CH:10]=1)[C:5](O)=[O:6].F[P-](F)(F)(F)(F)F.N1(OC(N(C)C)=[N+](C)C)C2N=CC=CC=2N=N1.C(N(C(C)C)CC)(C)C.[CH3:79][NH:80][CH2:81][CH2:82][OH:83].[OH-].[K+]. The catalyst is C1COCC1.CS(C)=O.C(O)(=O)C. The product is [F:1][C:2]1[C:3]([NH:38][CH:39]2[CH2:40][CH2:41][CH:42]([OH:45])[CH2:43][CH2:44]2)=[C:4]([CH:8]=[C:9]([C:11]2[CH:12]=[C:13]3[C:19]([C:20]4[CH:25]=[CH:24][CH:23]=[CH:22][C:21]=4[O:26][CH3:27])=[CH:18][NH:17][C:14]3=[N:15][CH:16]=2)[CH:10]=1)[C:5]([N:80]([CH2:81][CH2:82][OH:83])[CH3:79])=[O:6]. The yield is 0.0900. (2) The reactants are [F:1][C:2]1[CH:7]=[CH:6][C:5]([C:8]#[CH:9])=[CH:4][CH:3]=1.C([Li])CCC.Cl[C:16]([O:18][CH3:19])=[O:17].O. The catalyst is O1CCCC1. The product is [F:1][C:2]1[CH:7]=[CH:6][C:5]([C:8]#[C:9][C:16]([O:18][CH3:19])=[O:17])=[CH:4][CH:3]=1. The yield is 0.660. (3) The reactants are Cl.[C:2](=[NH:7])(OCC)[CH3:3].C(N(CC)CC)C.[NH:15]([C:17]([O:19][C:20]([CH3:23])([CH3:22])[CH3:21])=[O:18])[NH2:16].Br.Br[CH2:26][C:27]([C:29]1[CH:30]=[N:31][CH:32]=[CH:33][CH:34]=1)=O. The catalyst is C(O)C. The product is [CH3:3][C:2]1[N:16]([NH:15][C:17](=[O:18])[O:19][C:20]([CH3:23])([CH3:22])[CH3:21])[CH:26]=[C:27]([C:29]2[CH:30]=[N:31][CH:32]=[CH:33][CH:34]=2)[N:7]=1. The yield is 0.173. (4) The reactants are [Cl:1][C:2]1[N:10]([CH2:11][CH:12]=[CH2:13])[C:9]2[C:8](=[O:14])[NH:7][C:6](=[O:15])[NH:5][C:4]=2[N:3]=1.I[CH2:17][CH2:18][CH3:19].C(=O)([O-])[O-].[Na+].[Na+]. The catalyst is CN(C=O)C. The product is [Cl:1][C:2]1[N:10]([CH2:11][CH:12]=[CH2:13])[C:9]2[C:8](=[O:14])[NH:7][C:6](=[O:15])[N:5]([CH2:17][CH2:18][CH3:19])[C:4]=2[N:3]=1. The yield is 0.460.